Predict the reactants needed to synthesize the given product. From a dataset of Full USPTO retrosynthesis dataset with 1.9M reactions from patents (1976-2016). (1) Given the product [CH:11]1([CH2:14][O:10][C:7]2[CH:8]=[CH:9][C:4]([N+:1]([O-:3])=[O:2])=[CH:5][CH:6]=2)[CH2:13][CH2:12]1, predict the reactants needed to synthesize it. The reactants are: [N+:1]([C:4]1[CH:9]=[CH:8][C:7]([OH:10])=[CH:6][CH:5]=1)([O-:3])=[O:2].[CH:11]1([CH2:14]O)[CH2:13][CH2:12]1.C1(P(C2C=CC=CC=2)C2C=CC=CC=2)C=CC=CC=1.N(C(OC(C)C)=O)=NC(OC(C)C)=O. (2) Given the product [C:1]([C:3]1[CH:4]=[C:5]([C:13]2[O:17][N:16]=[C:15]([C:18]3[C:28]4[O:27][CH2:26][CH2:25][N:24]([C:29]([O:31][C:32]([CH3:33])([CH3:34])[CH3:35])=[O:30])[CH:23]([CH2:36][CH2:37][C:38]([OH:40])=[O:39])[C:22]=4[CH:21]=[CH:20][CH:19]=3)[N:14]=2)[CH:6]=[CH:7][C:8]=1[O:9][CH:10]([CH3:12])[CH3:11])#[N:2], predict the reactants needed to synthesize it. The reactants are: [C:1]([C:3]1[CH:4]=[C:5]([C:13]2[O:17][N:16]=[C:15]([C:18]3[C:28]4[O:27][CH2:26][CH2:25][N:24]([C:29]([O:31][C:32]([CH3:35])([CH3:34])[CH3:33])=[O:30])[CH:23]([CH2:36][CH2:37][C:38]([O:40]C)=[O:39])[C:22]=4[CH:21]=[CH:20][CH:19]=3)[N:14]=2)[CH:6]=[CH:7][C:8]=1[O:9][CH:10]([CH3:12])[CH3:11])#[N:2].[OH-].[Na+]. (3) Given the product [O:17]=[C:13]1[C:2]2[NH:1][C:5]([C:6]([O:8][CH2:9][CH3:10])=[O:7])=[CH:4][C:3]=2[CH2:11][CH2:12]1, predict the reactants needed to synthesize it. The reactants are: [NH:1]1[C:5]([C:6]([O:8][CH2:9][CH3:10])=[O:7])=[CH:4][C:3]2[CH2:11][CH2:12][CH2:13][C:2]1=2.C1C[O:17]CC1.O. (4) Given the product [NH2:1][C:2]1[C:11]2[N:12]=[C:13]([CH2:25][NH2:27])[N:14]([CH2:15][CH2:16][NH:17][C:18](=[O:24])[O:19][C:20]([CH3:23])([CH3:22])[CH3:21])[C:10]=2[C:9]2[CH:8]=[CH:7][CH:6]=[CH:5][C:4]=2[N:3]=1, predict the reactants needed to synthesize it. The reactants are: [NH2:1][C:2]1[C:11]2[N:12]=[C:13]([CH2:25]Cl)[N:14]([CH2:15][CH2:16][NH:17][C:18](=[O:24])[O:19][C:20]([CH3:23])([CH3:22])[CH3:21])[C:10]=2[C:9]2[CH:8]=[CH:7][CH:6]=[CH:5][C:4]=2[N:3]=1.[NH3:27]. (5) Given the product [N:30]1([C:27]([CH:25]2[CH2:24][CH2:23][C:22]3[C:15]4[C:14]([NH:13][C:5]5[CH:6]=[C:7]6[C:11](=[CH:12][C:4]=5[O:3][CH2:1][CH3:2])[NH:10][N:9]=[CH:8]6)=[N:19][CH:18]=[N:17][C:16]=4[S:20][C:21]=3[CH2:26]2)=[O:28])[CH2:33][CH2:32][CH2:31]1, predict the reactants needed to synthesize it. The reactants are: [CH2:1]([O:3][C:4]1[CH:12]=[C:11]2[C:7]([CH:8]=[N:9][NH:10]2)=[CH:6][C:5]=1[NH:13][C:14]1[C:15]2[C:22]3[CH2:23][CH2:24][CH:25]([C:27](O)=[O:28])[CH2:26][C:21]=3[S:20][C:16]=2[N:17]=[CH:18][N:19]=1)[CH3:2].[NH:30]1[CH2:33][CH2:32][CH2:31]1. (6) Given the product [CH3:1][C:2]1[N:3]([CH2:7][CH2:8][O:9][C:10]2[CH:11]=[CH:12][C:13]([N:16]3[C:21](=[O:22])[CH:20]=[CH:19][C:18]4[C:23]([C:31]5[CH:32]=[CH:33][CH:34]=[CH:35][CH:36]=5)=[CH:24][S:25][C:17]3=4)=[CH:14][CH:15]=2)[CH:4]=[CH:5][N:6]=1, predict the reactants needed to synthesize it. The reactants are: [CH3:1][C:2]1[N:3]([CH2:7][CH2:8][O:9][C:10]2[CH:15]=[CH:14][C:13]([N:16]3[C:21](=[O:22])[CH:20]=[CH:19][C:18]4[C:23]([C:31]5[CH:36]=[CH:35][CH:34]=[CH:33][CH:32]=5)=[C:24](C(OCC)=O)[S:25][C:17]3=4)=[CH:12][CH:11]=2)[CH:4]=[CH:5][N:6]=1.Cl.